Dataset: Full USPTO retrosynthesis dataset with 1.9M reactions from patents (1976-2016). Task: Predict the reactants needed to synthesize the given product. Given the product [C:1]([O:5][C:6]([NH:8][C@@:9]12[CH2:16][CH2:15][C:14]([F:18])([F:17])[C@@H:13]1[CH2:12][N:11]([C:20]1[C:29]([CH3:30])=[C:28]3[C:23]([C:24](=[O:40])[C:25]([C:35]([O:37][CH2:38][CH3:39])=[O:36])=[CH:26][N:27]3[C@@H:31]3[CH2:33][C@@H:32]3[F:34])=[CH:22][C:21]=1[F:41])[CH2:10]2)=[O:7])([CH3:4])([CH3:2])[CH3:3], predict the reactants needed to synthesize it. The reactants are: [C:1]([O:5][C:6]([NH:8][C@@:9]12[CH2:16][CH2:15][C:14]([F:18])([F:17])[C@@H:13]1[CH2:12][NH:11][CH2:10]2)=[O:7])([CH3:4])([CH3:3])[CH3:2].Br[C:20]1[C:29]([CH3:30])=[C:28]2[C:23]([C:24](=[O:40])[C:25]([C:35]([O:37][CH2:38][CH3:39])=[O:36])=[CH:26][N:27]2[C@@H:31]2[CH2:33][C@@H:32]2[F:34])=[CH:22][C:21]=1[F:41].C(=O)([O-])[O-].[Cs+].[Cs+].